This data is from CYP2C9 inhibition data for predicting drug metabolism from PubChem BioAssay. The task is: Regression/Classification. Given a drug SMILES string, predict its absorption, distribution, metabolism, or excretion properties. Task type varies by dataset: regression for continuous measurements (e.g., permeability, clearance, half-life) or binary classification for categorical outcomes (e.g., BBB penetration, CYP inhibition). Dataset: cyp2c9_veith. (1) The drug is COc1ccccc1OC[C@H](O)COC(N)=O. The result is 0 (non-inhibitor). (2) The drug is CC(C)[C@H](O)C1=CCCCC1=O. The result is 0 (non-inhibitor). (3) The drug is Cc1cccc(NC(=S)NNC(=O)CCn2cc(C)cn2)c1. The result is 0 (non-inhibitor). (4) The compound is COc1cccc(-c2cc(C(F)(F)F)n3ncc(S(=O)(=O)c4ccccc4)c3n2)c1. The result is 0 (non-inhibitor). (5) The compound is COCC(=O)N1CCC[C@@]2(CCN(Cc3ccc(C#N)cc3)C2)C1. The result is 0 (non-inhibitor). (6) The compound is CS(=O)(=O)N(CC(=O)N/N=C/c1cccs1)c1cccc(Cl)c1Cl. The result is 1 (inhibitor). (7) The result is 0 (non-inhibitor). The drug is CCS(=O)(=O)N1CCC(C(=O)NCCCOC)CC1.